Dataset: Reaction yield outcomes from USPTO patents with 853,638 reactions. Task: Predict the reaction yield, written as a fraction of the theoretical maximum amount of product (1.0 means a 100% yield; for example, 0.34 means a 34% yield). (1) The reactants are Cl[C:2]1[N:7]=[CH:6][N:5]=[C:4]([O:8][C:9]2[CH:14]=[CH:13][C:12]([NH:15][C:16]([NH:18][C:19]3[CH:24]=[CH:23][CH:22]=[CH:21][CH:20]=3)=[O:17])=[CH:11][CH:10]=2)[CH:3]=1.[F:25][C:26]1[CH:32]=[CH:31][CH:30]=[CH:29][C:27]=1[NH2:28].C(OCC)(=O)C.O. The catalyst is CN1CCCC1=O.CCCCCC. The product is [F:25][C:26]1[CH:32]=[CH:31][CH:30]=[CH:29][C:27]=1[NH:28][C:2]1[N:7]=[CH:6][N:5]=[C:4]([O:8][C:9]2[CH:14]=[CH:13][C:12]([NH:15][C:16]([NH:18][C:19]3[CH:24]=[CH:23][CH:22]=[CH:21][CH:20]=3)=[O:17])=[CH:11][CH:10]=2)[CH:3]=1. The yield is 0.310. (2) The reactants are O1CCCC1.[F:6][C:7]1[N:12]=[C:11]([O:13][CH2:14][C:15]2[CH:20]=[CH:19][C:18]([CH2:21][C:22](Cl)=[N:23][OH:24])=[CH:17][CH:16]=2)[CH:10]=[CH:9][CH:8]=1.[C:26]([C:28]1[C:29]([NH2:34])=[N:30][CH:31]=[CH:32][CH:33]=1)#[CH:27].C(N(CC)CC)C. The product is [F:6][C:7]1[N:12]=[C:11]([O:13][CH2:14][C:15]2[CH:20]=[CH:19][C:18]([CH2:21][C:22]3[CH:27]=[C:26]([C:28]4[C:29]([NH2:34])=[N:30][CH:31]=[CH:32][CH:33]=4)[O:24][N:23]=3)=[CH:17][CH:16]=2)[CH:10]=[CH:9][CH:8]=1. The yield is 0.230. The catalyst is O. (3) The reactants are [CH3:1][S:2][C:3]1[N:4]=[CH:5][C:6]2[C:15](=[O:16])[N:14]([C:17]3[CH:22]=[CH:21][CH:20]=[C:19]([C:23]4[N:24]=[N:25][NH:26][N:27]=4)[CH:18]=3)[CH2:13][C@H:12]3[N:8]([CH2:9][CH2:10][CH2:11]3)[C:7]=2[N:28]=1.[C:29](=O)([O-])[O-].[K+].[K+].CI.O. The catalyst is CN(C=O)C. The product is [CH3:29][N:25]1[N:26]=[N:27][C:23]([C:19]2[CH:18]=[C:17]([N:14]3[CH2:13][C@H:12]4[N:8]([CH2:9][CH2:10][CH2:11]4)[C:7]4[N:28]=[C:3]([S:2][CH3:1])[N:4]=[CH:5][C:6]=4[C:15]3=[O:16])[CH:22]=[CH:21][CH:20]=2)=[N:24]1.[CH3:29][N:27]1[C:23]([C:19]2[CH:18]=[C:17]([N:14]3[CH2:13][C@H:12]4[N:8]([CH2:9][CH2:10][CH2:11]4)[C:7]4[N:28]=[C:3]([S:2][CH3:1])[N:4]=[CH:5][C:6]=4[C:15]3=[O:16])[CH:22]=[CH:21][CH:20]=2)=[N:24][N:25]=[N:26]1. The yield is 0.750. (4) The reactants are [Si:1]([O:8][C:9]1[CH:14]=[CH:13][C:12]([CH2:15]O)=[CH:11][C:10]=1[O:17][CH2:18][CH3:19])([C:4]([CH3:7])([CH3:6])[CH3:5])([CH3:3])[CH3:2].P(Br)(Br)[Br:21].C([O-])(O)=O.[Na+]. No catalyst specified. The product is [Br:21][CH2:15][C:12]1[CH:13]=[CH:14][C:9]([O:8][Si:1]([C:4]([CH3:7])([CH3:6])[CH3:5])([CH3:3])[CH3:2])=[C:10]([O:17][CH2:18][CH3:19])[CH:11]=1. The yield is 0.940. (5) The reactants are CS(C)=O.[CH3:5][C:6]1([CH3:24])[CH2:10][C:9]2[C:11]([CH3:23])=[C:12]([N:17]3[CH2:22][CH2:21][NH:20][CH2:19][CH2:18]3)[C:13]([CH3:16])=[C:14]([CH3:15])[C:8]=2[O:7]1.Br[C:26]1[N:31]=[CH:30][CH:29]=[CH:28][N:27]=1.C(N(C(C)C)CC)(C)C. The catalyst is C(OCC)(=O)C. The product is [CH3:5][C:6]1([CH3:24])[CH2:10][C:9]2[C:11]([CH3:23])=[C:12]([N:17]3[CH2:18][CH2:19][N:20]([C:26]4[N:31]=[CH:30][CH:29]=[CH:28][N:27]=4)[CH2:21][CH2:22]3)[C:13]([CH3:16])=[C:14]([CH3:15])[C:8]=2[O:7]1. The yield is 0.420.